Dataset: Retrosynthesis with 50K atom-mapped reactions and 10 reaction types from USPTO. Task: Predict the reactants needed to synthesize the given product. Given the product COc1cc(C(=O)N2Cc3cccn3Cc3ccccc32)ccc1N, predict the reactants needed to synthesize it. The reactants are: COc1cc(C(=O)N2Cc3cccn3Cc3ccccc32)ccc1[N+](=O)[O-].